From a dataset of Catalyst prediction with 721,799 reactions and 888 catalyst types from USPTO. Predict which catalyst facilitates the given reaction. (1) The catalyst class is: 5. Reactant: [BH4-].[Na+].[F:3][C:4]1[CH:5]=[C:6]2[C:15](=[CH:16][C:17]=1[C:18](=[O:20])[CH3:19])[C:14]1[N:10]([CH:11]=[C:12]([C:21]3[N:25]([CH:26]([CH3:28])[CH3:27])[N:24]=[C:23]([CH3:29])[N:22]=3)[N:13]=1)[CH2:9][CH2:8][O:7]2. Product: [F:3][C:4]1[CH:5]=[C:6]2[C:15](=[CH:16][C:17]=1[CH:18]([OH:20])[CH3:19])[C:14]1[N:10]([CH:11]=[C:12]([C:21]3[N:25]([CH:26]([CH3:28])[CH3:27])[N:24]=[C:23]([CH3:29])[N:22]=3)[N:13]=1)[CH2:9][CH2:8][O:7]2. (2) Product: [CH3:34][NH:35][CH2:1][C:3]1[CH:4]=[C:5]([C:9]2[CH:10]=[C:11]3[C:15](=[C:16]([C:18]([NH2:20])=[O:19])[CH:17]=2)[NH:14][CH:13]=[C:12]3[CH:21]2[CH2:26][CH2:25][N:24]([S:27]([CH2:30][CH2:31][O:32][CH3:33])(=[O:29])=[O:28])[CH2:23][CH2:22]2)[CH:6]=[CH:7][CH:8]=1. The catalyst class is: 100. Reactant: [CH:1]([C:3]1[CH:4]=[C:5]([C:9]2[CH:10]=[C:11]3[C:15](=[C:16]([C:18]([NH2:20])=[O:19])[CH:17]=2)[NH:14][CH:13]=[C:12]3[CH:21]2[CH2:26][CH2:25][N:24]([S:27]([CH2:30][CH2:31][O:32][CH3:33])(=[O:29])=[O:28])[CH2:23][CH2:22]2)[CH:6]=[CH:7][CH:8]=1)=O.[CH3:34][NH2:35].[BH4-].[Na+]. (3) Reactant: [CH3:1][N:2]1[N:6]=[N:5][C:4]([C:7]2[CH:12]=[CH:11][CH:10]=[C:9]([N+:13]([O-])=O)[CH:8]=2)=[N:3]1.[OH-].[Na+]. Product: [CH3:1][N:2]1[N:6]=[N:5][C:4]([C:7]2[CH:8]=[C:9]([CH:10]=[CH:11][CH:12]=2)[NH2:13])=[N:3]1. The catalyst class is: 8. (4) Reactant: [CH2:1]([O:8][C:9](Cl)=[O:10])[C:2]1[CH:7]=[CH:6][CH:5]=[CH:4][CH:3]=1.[CH3:12][O:13][C:14]1[C:26]([O:27][CH3:28])=[CH:25][CH:24]=[CH:23][C:15]=1[CH2:16][CH:17]1[CH2:22][NH:21][CH2:20][CH2:19][NH:18]1.C(N(CC)CC)C.C(=O)([O-])O.[Na+]. Product: [CH2:1]([O:8][C:9]([N:21]1[CH2:20][CH2:19][NH:18][CH:17]([CH2:16][C:15]2[CH:23]=[CH:24][CH:25]=[C:26]([O:27][CH3:28])[C:14]=2[O:13][CH3:12])[CH2:22]1)=[O:10])[C:2]1[CH:7]=[CH:6][CH:5]=[CH:4][CH:3]=1. The catalyst class is: 46. (5) Reactant: Cl.[Cl:2][C:3]1[N:4]=[C:5]([C:10]([NH:12][C@H:13]2[CH2:18][CH2:17][NH:16][CH2:15][C@H:14]2[O:19][CH2:20][CH3:21])=[O:11])[NH:6][C:7]=1[CH2:8][CH3:9].Cl[C:23]1[CH:28]=[CH:27][N:26]([CH3:29])[C:25](=[O:30])[CH:24]=1.C(=O)([O-])[O-].[Na+].[Na+]. Product: [Cl:2][C:3]1[N:4]=[C:5]([C:10]([NH:12][C@H:13]2[CH2:18][CH2:17][N:16]([C:23]3[CH:28]=[CH:27][N:26]([CH3:29])[C:25](=[O:30])[CH:24]=3)[CH2:15][C@H:14]2[O:19][CH2:20][CH3:21])=[O:11])[NH:6][C:7]=1[CH2:8][CH3:9]. The catalyst class is: 16. (6) Reactant: [Cl:1][C:2]1[CH:8]=[CH:7][CH:6]=[C:5]([F:9])[C:3]=1[NH2:4].Cl[C:11]1[NH:12][C:13]2[CH:19]=[CH:18][CH:17]=[CH:16][C:14]=2[N:15]=1.Cl. Product: [ClH:1].[NH:12]1[C:13]2[CH:19]=[CH:18][CH:17]=[CH:16][C:14]=2[N:15]=[C:11]1[NH:4][C:3]1[C:5]([F:9])=[CH:6][CH:7]=[CH:8][C:2]=1[Cl:1]. The catalyst class is: 8. (7) Reactant: C(OC([NH:8][CH2:9][C:10]([NH:12][CH2:13][CH2:14][C:15]([O:17][C@@H:18]([CH2:37][O:38][C:39]1[CH:44]=[CH:43][C:42]([C:45]2[C:50]([C:51]#[N:52])=[C:49]([S:53][CH2:54][C:55]3[N:56]=[C:57]([C:60]4[CH:65]=[CH:64][C:63]([Cl:66])=[CH:62][CH:61]=4)[O:58][CH:59]=3)[N:48]=[C:47]([NH2:67])[C:46]=2[C:68]#[N:69])=[CH:41][CH:40]=1)[CH2:19][O:20][C:21](=[O:36])[CH2:22][CH2:23][NH:24][C:25](=[O:35])[CH2:26][NH:27]C(=O)OC(C)(C)C)=[O:16])=[O:11])=O)(C)(C)C.[F:70][C:71]([F:76])([F:75])[C:72]([OH:74])=[O:73]. Product: [F:70][C:71]([F:76])([F:75])[C:72]([OH:74])=[O:73].[F:70][C:71]([F:76])([F:75])[C:72]([OH:74])=[O:73].[NH2:27][CH2:26][C:25]([NH:24][CH2:23][CH2:22][C:21]([O:20][CH2:19][C@@H:18]([O:17][C:15](=[O:16])[CH2:14][CH2:13][NH:12][C:10](=[O:11])[CH2:9][NH2:8])[CH2:37][O:38][C:39]1[CH:44]=[CH:43][C:42]([C:45]2[C:50]([C:51]#[N:52])=[C:49]([S:53][CH2:54][C:55]3[N:56]=[C:57]([C:60]4[CH:61]=[CH:62][C:63]([Cl:66])=[CH:64][CH:65]=4)[O:58][CH:59]=3)[N:48]=[C:47]([NH2:67])[C:46]=2[C:68]#[N:69])=[CH:41][CH:40]=1)=[O:36])=[O:35]. The catalyst class is: 4.